Dataset: Forward reaction prediction with 1.9M reactions from USPTO patents (1976-2016). Task: Predict the product of the given reaction. Given the reactants C([N:4]1[C:12]2[C:7](=[CH:8][C:9]([N+:13]([O-:15])=[O:14])=[CH:10][CH:11]=2)[C:6](=[C:16](OCC)[C:17]2[CH:22]=[CH:21][CH:20]=[CH:19][CH:18]=2)[C:5]1=[O:26])(=O)C.[N:27]1([CH2:33][C:34]2[CH:35]=[C:36]([CH:38]=[CH:39][CH:40]=2)[NH2:37])[CH2:32][CH2:31][CH2:30][CH2:29][CH2:28]1.[OH-].[Na+], predict the reaction product. The product is: [N:27]1([CH2:33][C:34]2[CH:35]=[C:36]([NH:37]/[C:16](=[C:6]3\[C:5](=[O:26])[NH:4][C:12]4[C:7]\3=[CH:8][C:9]([N+:13]([O-:15])=[O:14])=[CH:10][CH:11]=4)/[C:17]3[CH:18]=[CH:19][CH:20]=[CH:21][CH:22]=3)[CH:38]=[CH:39][CH:40]=2)[CH2:32][CH2:31][CH2:30][CH2:29][CH2:28]1.